Task: Predict which catalyst facilitates the given reaction.. Dataset: Catalyst prediction with 721,799 reactions and 888 catalyst types from USPTO (1) Reactant: Cl[C:2]1[C:3]2[C:10]([C:11]3[CH:16]=[CH:15][CH:14]=[CH:13][CH:12]=3)=[C:9]([I:17])[O:8][C:4]=2[N:5]=[CH:6][N:7]=1.[O:18]1[CH2:22][CH2:21][CH2:20][C@H:19]1NC.C[CH2:26][N:27](C(C)C)C(C)C. Product: [O:18]1[CH2:22][CH2:21][CH2:20][C@H:19]1[CH2:26][NH:27][C:2]1[C:3]2[C:10]([C:11]3[CH:16]=[CH:15][CH:14]=[CH:13][CH:12]=3)=[C:9]([I:17])[O:8][C:4]=2[N:5]=[CH:6][N:7]=1. The catalyst class is: 18. (2) Reactant: [CH2:1]1[CH2:23][O:22][C:3]2([CH2:20][CH2:19][C:18]3[C:17]4[C@H:8]([C@H:9]5[C@@:13]([CH2:15][CH:16]=4)([CH3:14])[C:12](=[O:21])[CH2:11][CH2:10]5)[CH2:7][CH2:6][C:5]=3[CH2:4]2)[O:2]1.[F:24][C:25]([F:31])([F:30])[C:26]([F:29])([F:28])I.[Br-].[Li+].C[Li]. Product: [CH2:23]1[CH2:1][O:2][C:3]2([CH2:20][CH2:19][C:18]3[C:17]4[C@H:8]([C@H:9]5[C@@:13]([CH2:15][CH:16]=4)([CH3:14])[C@:12]([OH:21])([C:26]([F:29])([F:28])[C:25]([F:31])([F:30])[F:24])[CH2:11][CH2:10]5)[CH2:7][CH2:6][C:5]=3[CH2:4]2)[O:22]1. The catalyst class is: 691. (3) Reactant: [CH3:1][N:2]1[C:6]([C:7]2[CH:8]=[C:9]([C:15]([O:17]C)=[O:16])[S:10][C:11]=2[CH2:12][CH2:13][CH3:14])=[C:5]([CH3:19])[CH:4]=[N:3]1.[OH-].[Na+]. Product: [CH3:1][N:2]1[C:6]([C:7]2[CH:8]=[C:9]([C:15]([OH:17])=[O:16])[S:10][C:11]=2[CH2:12][CH2:13][CH3:14])=[C:5]([CH3:19])[CH:4]=[N:3]1. The catalyst class is: 7. (4) Reactant: C[O:2][C:3](=[O:45])[CH2:4][C@H:5]([OH:44])[CH2:6][C@H:7]([OH:43])[CH2:8][CH2:9][C:10]1[N:11]([CH:40]([CH3:42])[CH3:41])[C:12]([C:28](=[O:39])[NH:29][CH2:30][C:31]2[CH:36]=[CH:35][C:34]([C:37]#[N:38])=[CH:33][CH:32]=2)=[C:13]([C:22]2[CH:27]=[CH:26][CH:25]=[CH:24][CH:23]=2)[C:14]=1[C:15]1[CH:20]=[CH:19][C:18]([F:21])=[CH:17][CH:16]=1.C(O)C.O.[OH-].[Na+:51]. Product: [Na+:51].[C:37]([C:34]1[CH:35]=[CH:36][C:31]([CH2:30][NH:29][C:28]([C:12]2[N:11]([CH:40]([CH3:42])[CH3:41])[C:10]([CH2:9][CH2:8][C@@H:7]([OH:43])[CH2:6][C@@H:5]([OH:44])[CH2:4][C:3]([O-:45])=[O:2])=[C:14]([C:15]3[CH:20]=[CH:19][C:18]([F:21])=[CH:17][CH:16]=3)[C:13]=2[C:22]2[CH:27]=[CH:26][CH:25]=[CH:24][CH:23]=2)=[O:39])=[CH:32][CH:33]=1)#[N:38]. The catalyst class is: 100. (5) Product: [CH2:26]([O:25][C:23]([C:22]([CH3:29])([O:8][C:9]1[CH:10]=[CH:11][C:12]([CH2:15][CH2:16][CH2:17][C:18]([OH:20])=[O:19])=[CH:13][CH:14]=1)[CH3:28])=[O:24])[CH3:27]. Reactant: [O-]CC.[Na+].C(O)C.[OH:8][C:9]1[CH:14]=[CH:13][C:12]([CH2:15][CH2:16][CH2:17][C:18]([OH:20])=[O:19])=[CH:11][CH:10]=1.Br[C:22]([CH3:29])([CH3:28])[C:23]([O:25][CH2:26][CH3:27])=[O:24]. The catalyst class is: 13. (6) The catalyst class is: 4. Reactant: [Cl:1][C:2]1[CH:10]=[CH:9][C:5]([C:6](Cl)=[O:7])=[CH:4][N:3]=1.C(N(CC)C(C)C)C.Cl.[CH3:20][NH:21][O:22][CH3:23]. Product: [Cl:1][C:2]1[N:3]=[CH:4][C:5]([C:6]([N:21]([CH3:20])[O:22][CH3:23])=[O:7])=[CH:9][CH:10]=1. (7) Reactant: [Br:1][C:2]1[N:7]=[C:6]([NH:8][C:9]([NH:11]C(=O)C2C=CC=CC=2)=[S:10])[CH:5]=[CH:4][CH:3]=1.CC(C)=O.[OH-].[Na+]. Product: [Br:1][C:2]1[N:7]=[C:6]([NH:8][C:9]([NH2:11])=[S:10])[CH:5]=[CH:4][CH:3]=1. The catalyst class is: 5.